Task: Predict the product of the given reaction.. Dataset: Forward reaction prediction with 1.9M reactions from USPTO patents (1976-2016) The product is: [C:1]1([C:7]2[CH:12]=[C:11]([CH:13]3[CH2:18][NH:17][S:16](=[O:19])(=[O:20])[NH:15][CH2:14]3)[CH:10]=[CH:9][C:8]=2[NH:21][C:22]([C:24]2[NH:25][CH:26]=[C:27]([C:29]#[N:30])[N:28]=2)=[O:23])[CH2:6][CH2:5][CH2:4][CH2:3][CH:2]=1. Given the reactants [C:1]1([C:7]2[CH:12]=[C:11]([CH:13]3[CH2:18][NH:17][S:16](=[O:20])(=[O:19])[NH:15][CH2:14]3)[CH:10]=[CH:9][C:8]=2[NH:21][C:22]([C:24]2[N:25](COCC[Si](C)(C)C)[CH:26]=[C:27]([C:29]#[N:30])[N:28]=2)=[O:23])[CH2:6][CH2:5][CH2:4][CH2:3][CH:2]=1.C(N)CN.[F-].C([N+](CCCC)(CCCC)CCCC)CCC, predict the reaction product.